Dataset: Forward reaction prediction with 1.9M reactions from USPTO patents (1976-2016). Task: Predict the product of the given reaction. (1) The product is: [C:1]1([C:17]2[CH:22]=[CH:21][CH:20]=[CH:19][CH:18]=2)[CH:6]=[CH:5][CH:4]=[CH:3][C:2]=1[CH:7]1[N:16]([CH2:30][C:29]2[CH:32]=[CH:33][C:26]([O:25][C:24]([F:35])([F:34])[F:23])=[CH:27][CH:28]=2)[C:10](=[O:11])[CH:9]([CH3:15])[CH2:8]1. Given the reactants [C:1]1([C:17]2[CH:22]=[CH:21][CH:20]=[CH:19][CH:18]=2)[CH:6]=[CH:5][CH:4]=[CH:3][C:2]=1[CH:7]([NH2:16])[CH2:8][CH:9]([CH3:15])[C:10](OCC)=[O:11].[F:23][C:24]([F:35])([F:34])[O:25][C:26]1[CH:33]=[CH:32][C:29]([CH:30]=O)=[CH:28][CH:27]=1, predict the reaction product. (2) Given the reactants NC1C=C(OC)C=C(OC)C=1C(N)=O.[CH3:15][O:16][C:17]1[CH:18]=[C:19]2[NH:25][C:24](=O)[O:23][C:21](=[O:22])[C:20]2=[C:27]([O:29][CH3:30])[CH:28]=1.COC1C=C(N)C(=C(OC)C=1)C(O)=O.C(Cl)(Cl)=O.COC1C=C(C=C(OC)C=1)N.C(Cl)(=O)C(Cl)=O, predict the reaction product. The product is: [CH3:30][O:29][C:27]1[CH:28]=[C:17]([O:16][CH3:15])[CH:18]=[C:19]2[C:20]=1[C:21](=[O:22])[C:24](=[O:23])[NH:25]2. (3) Given the reactants Br[C:2]1[CH:21]=[CH:20][C:5]2[N:6]=[CH:7][C:8]3[C:13]([C:4]=2[CH:3]=1)=[CH:12][C:11]([N:14]1[CH:18]=[CH:17][N:16]=[CH:15]1)=[N:10][C:9]=3[NH2:19].[CH2:22]([N:26]1[CH2:31][CH2:30][N:29]([CH2:32][CH3:33])[CH2:28][CH2:27]1)[CH2:23][C:24]#[CH:25], predict the reaction product. The product is: [CH2:32]([N:29]1[CH2:30][CH2:31][N:26]([CH2:22][CH2:23][C:24]#[C:25][C:2]2[CH:21]=[CH:20][C:5]3[N:6]=[CH:7][C:8]4[C:13]([C:4]=3[CH:3]=2)=[CH:12][C:11]([N:14]2[CH:18]=[CH:17][N:16]=[CH:15]2)=[N:10][C:9]=4[NH2:19])[CH2:27][CH2:28]1)[CH3:33].